Dataset: Full USPTO retrosynthesis dataset with 1.9M reactions from patents (1976-2016). Task: Predict the reactants needed to synthesize the given product. (1) Given the product [CH3:33][N:34]([CH3:35])[C:28]([C:26]1[N:27]=[C:23]([CH2:22][N:15]2[C:16]3[C:21](=[CH:20][CH:19]=[CH:18][CH:17]=3)[C:13]3([C:8]4[C:9](=[CH:10][C:5]5[O:4][N:3]=[C:2]([CH3:1])[C:6]=5[CH:7]=4)[O:11][CH2:12]3)[C:14]2=[O:31])[O:24][CH:25]=1)=[O:30], predict the reactants needed to synthesize it. The reactants are: [CH3:1][C:2]1[C:6]2[CH:7]=[C:8]3[C:13]4([C:21]5[C:16](=[CH:17][CH:18]=[CH:19][CH:20]=5)[N:15]([CH2:22][C:23]5[O:24][CH:25]=[C:26]([C:28]([OH:30])=O)[N:27]=5)[C:14]4=[O:31])[CH2:12][O:11][C:9]3=[CH:10][C:5]=2[O:4][N:3]=1.Cl.[CH3:33][NH:34][CH3:35].O.ON1C2C=CC=CC=2N=N1.Cl.C(N=C=NCCCN(C)C)C.CN1CCOCC1. (2) Given the product [CH:23]1[C:35]2[CH:34]([CH2:36][O:37][C:38]([N:40]([CH3:68])[C@H:41]([C:45]([NH:47][C@H:48]([C:52]([N:54]([C@@H:56]([C@@H:64]([CH3:67])[CH2:65][CH3:66])[C@H:57]([O:62][CH3:63])[CH2:58][C:59]([N:19]3[CH2:20][CH2:21][CH2:22][C@H:18]3[C@H:4]([O:3][CH3:2])[C@@H:5]([CH3:17])[C:6]([NH:7][CH2:8][CH2:9][C:10]3[CH:15]=[CH:14][CH:13]=[CH:12][CH:11]=3)=[S:16])=[O:60])[CH3:55])=[O:53])[CH:49]([CH3:51])[CH3:50])=[O:46])[CH:42]([CH3:44])[CH3:43])=[O:39])[C:33]3[C:28](=[CH:29][CH:30]=[CH:31][CH:32]=3)[C:27]=2[CH:26]=[CH:25][CH:24]=1, predict the reactants needed to synthesize it. The reactants are: Cl.[CH3:2][O:3][C@@H:4]([C@@H:18]1[CH2:22][CH2:21][CH2:20][NH:19]1)[C@@H:5]([CH3:17])[C:6](=[S:16])[NH:7][CH2:8][CH2:9][C:10]1[CH:15]=[CH:14][CH:13]=[CH:12][CH:11]=1.[CH:23]1[C:35]2[CH:34]([CH2:36][O:37][C:38]([N:40]([CH3:68])[C@H:41]([C:45]([NH:47][C@H:48]([C:52]([N:54]([C@@H:56]([C@@H:64]([CH3:67])[CH2:65][CH3:66])[C@H:57]([O:62][CH3:63])[CH2:58][C:59](O)=[O:60])[CH3:55])=[O:53])[CH:49]([CH3:51])[CH3:50])=[O:46])[CH:42]([CH3:44])[CH3:43])=[O:39])[C:33]3[C:28](=[CH:29][CH:30]=[CH:31][CH:32]=3)[C:27]=2[CH:26]=[CH:25][CH:24]=1.C(N(C(C)C)CC)(C)C.CN(C(ON1N=NC2C=CC=NC1=2)=[N+](C)C)C.F[P-](F)(F)(F)(F)F. (3) Given the product [C:33]([C:32]1[N:37]=[C:27]([CH:12]2[CH2:13][CH:14]([C:16]3[CH:21]=[CH:20][C:19]([O:22][C:23]([F:26])([F:25])[F:24])=[CH:18][CH:17]=3)[CH2:15][N:10]([C:8]([N:5]3[CH2:6][CH2:7][CH:2]([OH:1])[CH2:3][CH2:4]3)=[O:9])[CH2:11]2)[O:28][N:31]=1)([CH3:36])([CH3:35])[CH3:34], predict the reactants needed to synthesize it. The reactants are: [OH:1][CH:2]1[CH2:7][CH2:6][N:5]([C:8]([N:10]2[CH2:15][CH:14]([C:16]3[CH:21]=[CH:20][C:19]([O:22][C:23]([F:26])([F:25])[F:24])=[CH:18][CH:17]=3)[CH2:13][CH:12]([C:27](O)=[O:28])[CH2:11]2)=[O:9])[CH2:4][CH2:3]1.O[N:31]=[C:32]([NH2:37])[C:33]([CH3:36])([CH3:35])[CH3:34]. (4) Given the product [CH3:22][O:21][C:18]1[CH:19]=[CH:20][C:15]([CH2:14][N:9]2[C:8]3[C:7](=[O:23])[N:6]([CH2:24][C:25]4[N:34]=[C:33]([CH3:35])[C:32]5[C:27](=[CH:28][CH:29]=[CH:30][CH:31]=5)[N:26]=4)[C:5]4=[N:4][CH2:3][CH2:2][N:13]4[C:12]=3[N:11]=[CH:10]2)=[CH:16][CH:17]=1, predict the reactants needed to synthesize it. The reactants are: O[CH2:2][CH2:3][NH:4][C:5]1[N:6]([CH2:24][C:25]2[N:34]=[C:33]([CH3:35])[C:32]3[C:27](=[CH:28][CH:29]=[CH:30][CH:31]=3)[N:26]=2)[C:7](=[O:23])[C:8]2[N:9]([CH2:14][C:15]3[CH:20]=[CH:19][C:18]([O:21][CH3:22])=[CH:17][CH:16]=3)[CH:10]=[N:11][C:12]=2[N:13]=1.CCN(CC)CC.CS(Cl)(=O)=O. (5) Given the product [CH:37]1([N:42]2[CH2:43][CH2:44][N:45]([C:32]([C:31]3[CH:35]=[CH:36][C:28]([NH:27][C:25]([NH:24][C:21]4[CH:22]=[CH:23][C:18]([C:9]5[N:10]=[C:11]([N:12]6[CH2:13][CH2:14][O:15][CH2:16][CH2:17]6)[C:6]6[CH:5]=[CH:4][N:3]([CH2:1][CH3:2])[C:7]=6[N:8]=5)=[CH:19][CH:20]=4)=[O:26])=[CH:29][CH:30]=3)=[O:34])[CH2:46][CH2:47]2)[CH2:38][CH2:39][CH2:40][CH2:41]1, predict the reactants needed to synthesize it. The reactants are: [CH2:1]([N:3]1[C:7]2[N:8]=[C:9]([C:18]3[CH:23]=[CH:22][C:21]([NH:24][C:25]([NH:27][C:28]4[CH:36]=[CH:35][C:31]([C:32]([OH:34])=O)=[CH:30][CH:29]=4)=[O:26])=[CH:20][CH:19]=3)[N:10]=[C:11]([N:12]3[CH2:17][CH2:16][O:15][CH2:14][CH2:13]3)[C:6]=2[CH:5]=[CH:4]1)[CH3:2].[CH:37]1([N:42]2[CH2:47][CH2:46][NH:45][CH2:44][CH2:43]2)[CH2:41][CH2:40][CH2:39][CH2:38]1.